From a dataset of Reaction yield outcomes from USPTO patents with 853,638 reactions. Predict the reaction yield, written as a fraction of the theoretical maximum amount of product (1.0 means a 100% yield; for example, 0.34 means a 34% yield). (1) The reactants are [CH2:1]([O:8][C:9]1[C:10]([C:25]2[CH:26]=[CH:27][C:28]3[O:33][CH2:32][CH2:31][CH2:30][C:29]=3[CH:34]=2)=[C:11]([CH:19]([OH:24])[C:20]([O:22][CH3:23])=[O:21])[C:12]([C:15]([F:18])([F:17])[F:16])=[CH:13][CH:14]=1)[C:2]1[CH:7]=[CH:6][CH:5]=[CH:4][CH:3]=1.Cl(O)(=O)(=O)=O.[Na]. The catalyst is C(OCCCC)(=O)C. The product is [CH2:1]([O:8][C:9]1[C:10]([C:25]2[CH:26]=[CH:27][C:28]3[O:33][CH2:32][CH2:31][CH2:30][C:29]=3[CH:34]=2)=[C:11]([CH:19]([O:24][C:2]([CH3:7])([CH3:3])[CH3:1])[C:20]([O:22][CH3:23])=[O:21])[C:12]([C:15]([F:17])([F:18])[F:16])=[CH:13][CH:14]=1)[C:2]1[CH:7]=[CH:6][CH:5]=[CH:4][CH:3]=1. The yield is 0.580. (2) The reactants are C([Li])CCC.[CH3:6][N:7]1[CH:11]=[CH:10][N:9]=[CH:8]1.[N:12]([C:21]([O:23][C:24]([CH3:27])([CH3:26])[CH3:25])=[O:22])=[N:13][C:14]([O:16][C:17]([CH3:20])([CH3:19])[CH3:18])=[O:15].O. The catalyst is C1COCC1. The product is [CH3:6][N:7]1[CH:11]=[CH:10][N:9]=[C:8]1[N:12]([C:21]([O:23][C:24]([CH3:27])([CH3:26])[CH3:25])=[O:22])[NH:13][C:14]([O:16][C:17]([CH3:18])([CH3:19])[CH3:20])=[O:15]. The yield is 0.595. (3) The reactants are [CH2:1]([O:3][N:4]([CH3:19])[C:5]1[N:10]=[C:9]([NH:11][CH2:12][CH2:13][CH3:14])[N:8]=[C:7]([NH:15][CH2:16][C:17]#[CH:18])[N:6]=1)[CH3:2].[ClH:20].C(OCC)C.Cl.C(ONC1N=C(NCCC)N=C(NCC#C)N=1)(C)(C)C. No catalyst specified. The product is [ClH:20].[CH2:1]([O:3][N:4]([CH3:19])[C:5]1[N:6]=[C:7]([NH:15][CH2:16][CH2:17][CH3:18])[N:8]=[C:9]([NH:11][CH2:12][C:13]#[CH:14])[N:10]=1)[CH3:2]. The yield is 1.00. (4) The reactants are Cl[C:2]1[N:7]=[CH:6][N:5]=[C:4]([NH:8][CH:9]2[CH2:13][CH2:12][N:11](C(OC(C)(C)C)=O)[CH2:10]2)[CH:3]=1.[Cl:21][C:22]1[CH:23]=[C:24]([CH:26]=[CH:27][C:28]=1[F:29])[NH2:25]. The catalyst is CCOC(C)=O. The product is [Cl:21][C:22]1[CH:23]=[C:24]([NH:25][C:2]2[CH:3]=[C:4]([NH:8][CH:9]3[CH2:13][CH2:12][NH:11][CH2:10]3)[N:5]=[CH:6][N:7]=2)[CH:26]=[CH:27][C:28]=1[F:29]. The yield is 0.800. (5) The reactants are ClC1C=C(C=CC=1)C(OO)=[O:6].[Cl:12][C:13]1[CH:18]=[CH:17][C:16]([NH:19][C:20]([C:22]2[C:23]([S:28][CH2:29][C:30]3[CH:35]=[CH:34][N:33]=[CH:32][CH:31]=3)=[N:24][CH:25]=[CH:26][CH:27]=2)=[O:21])=[CH:15][CH:14]=1. The catalyst is C(Cl)(Cl)Cl. The product is [Cl:12][C:13]1[CH:18]=[CH:17][C:16]([NH:19][C:20]([C:22]2[C:23]([S:28]([CH2:29][C:30]3[CH:31]=[CH:32][N:33]=[CH:34][CH:35]=3)=[O:6])=[N:24][CH:25]=[CH:26][CH:27]=2)=[O:21])=[CH:15][CH:14]=1. The yield is 0.690. (6) The reactants are C(N(CC)CC)C.[F:8][C:9]([F:21])([F:20])[O:10][C:11]1[CH:12]=[C:13]([CH:17]=[CH:18][CH:19]=1)[C:14](Cl)=[O:15].[CH2:22]([OH:24])[CH3:23]. No catalyst specified. The product is [F:8][C:9]([F:21])([F:20])[O:10][C:11]1[CH:12]=[C:13]([CH:17]=[CH:18][CH:19]=1)[C:14]([O:24][CH2:22][CH3:23])=[O:15]. The yield is 0.990. (7) The reactants are NC1N=CN=C(O[C:23]2[CH:22]=CC(NC(NC(=O)CC3C=[CH:25][C:24]([F:27])=[CH:23][CH:22]=3)=S)=[CH:25][C:24]=2[F:27])C=1.C([N:32]([CH2:35][CH3:36])[CH2:33][CH3:34])C.[NH2:37][C:38]1[CH:43]=[CH:42][C:41]([OH:44])=[C:40]([F:45])[CH:39]=1.F[P-](F)(F)(F)(F)F.N1([O:62][P+](N(C)C)(N(C)C)N(C)C)C2C=CC=CC=2N=N1.CN(C)[CH:75]=[O:76]. No catalyst specified. The product is [F:45][C:40]1[CH:39]=[C:38]([NH:37][C:75](=[O:76])[CH2:36][C:35]([NH:32][C:33]2[CH:34]=[CH:25][C:24]([F:27])=[CH:23][CH:22]=2)=[O:62])[CH:43]=[CH:42][C:41]=1[OH:44]. The yield is 0.690. (8) The reactants are [F:1][C:2]1[C:10]2[C:9]([CH3:12])([CH3:11])[O:8][B:7]([OH:13])[C:6]=2[CH:5]=[CH:4][C:3]=1[CH3:14].C(OOC(=O)C1C=CC=CC=1)(=[O:22])C1C=CC=CC=1.C1C(=O)N(Br)C(=O)C1.C([O-])([O-])=O.[Na+].[Na+].Cl. The catalyst is C(Cl)(Cl)(Cl)Cl. The product is [F:1][C:2]1[C:10]2[C:9]([CH3:11])([CH3:12])[O:8][B:7]([OH:13])[C:6]=2[CH:5]=[CH:4][C:3]=1[CH:14]=[O:22]. The yield is 0.680.